Dataset: Experimentally validated miRNA-target interactions with 360,000+ pairs, plus equal number of negative samples. Task: Binary Classification. Given a miRNA mature sequence and a target amino acid sequence, predict their likelihood of interaction. The miRNA is hsa-miR-27b-3p with sequence UUCACAGUGGCUAAGUUCUGC. The protein sequence of the target gene is MEAPSGSEPGGDGAGDCAHPDPRAPGAAAPSSGPGPCAAARESERQLRLRLCVLNEILGTERDYVGTLRFLQSAFLHRIRQNVADSVEKGLTEENVKVLFSNIEDILEVHKDFLAALEYCLHPEPQSQHELGNVFLKFKDKFCVYEEYCSNHEKALRLLVELNKIPTVRAFLLSCMLLGGRKTTDIPLEGYLLSPIQRICKYPLLLKELAKRTPGKHPDHPAVQSALQAMKTVCSNINETKRQMEKLEALEQLQSHIEGWEGSNLTDICTQLLLQGTLLKISAGNIQERAFFLFDNLLVY.... Result: 1 (interaction).